Dataset: Peptide-MHC class I binding affinity with 185,985 pairs from IEDB/IMGT. Task: Regression. Given a peptide amino acid sequence and an MHC pseudo amino acid sequence, predict their binding affinity value. This is MHC class I binding data. (1) The peptide sequence is TLLCVLPAVV. The MHC is HLA-A02:01 with pseudo-sequence HLA-A02:01. The binding affinity (normalized) is 0.937. (2) The peptide sequence is QMNSLRAEDT. The MHC is HLA-A02:01 with pseudo-sequence HLA-A02:01. The binding affinity (normalized) is 0. (3) The peptide sequence is TEFFMSRKL. The MHC is HLA-A02:11 with pseudo-sequence HLA-A02:11. The binding affinity (normalized) is 0.0847.